This data is from Catalyst prediction with 721,799 reactions and 888 catalyst types from USPTO. The task is: Predict which catalyst facilitates the given reaction. Reactant: [C:1]([O:6][CH2:7][CH3:8])(=[O:5])[CH:2]([CH3:4])[CH3:3].C([N-]C(C)C)(C)C.[Li+].[Br:17][C:18]1[CH:23]=[CH:22][C:21]([C:24](=[O:29])[C:25]([F:28])([F:27])[F:26])=[CH:20][CH:19]=1. Product: [Br:17][C:18]1[CH:23]=[CH:22][C:21]([C:24]([OH:29])([C:25]([F:27])([F:28])[F:26])[C:2]([CH3:4])([CH3:3])[C:1]([O:6][CH2:7][CH3:8])=[O:5])=[CH:20][CH:19]=1. The catalyst class is: 1.